From a dataset of Forward reaction prediction with 1.9M reactions from USPTO patents (1976-2016). Predict the product of the given reaction. (1) The product is: [Br:26][C:17]1[C:18]([C:19]([O:21][CH3:22])=[O:20])=[CH:23][CH:24]=[CH:25][C:16]=1[NH:15][CH:2]1[CH2:7][CH2:6][N:5]([C:8]([O:10][C:11]([CH3:14])([CH3:13])[CH3:12])=[O:9])[CH2:4][CH2:3]1. Given the reactants O=[C:2]1[CH2:7][CH2:6][N:5]([C:8]([O:10][C:11]([CH3:14])([CH3:13])[CH3:12])=[O:9])[CH2:4][CH2:3]1.[NH2:15][C:16]1[C:17]([Br:26])=[C:18]([CH:23]=[CH:24][CH:25]=1)[C:19]([O:21][CH3:22])=[O:20].CC(O)=O.[BH-](OC(C)=O)(OC(C)=O)OC(C)=O.[Na+], predict the reaction product. (2) Given the reactants Cl.[N+:2]([C:5]1[CH:10]=[CH:9][C:8]([CH2:11][CH2:12][NH2:13])=[CH:7][CH:6]=1)([O-:4])=[O:3].[CH2:14]([N:18]1[C:23](Cl)=[CH:22][C:21](=[O:25])[N:20]([CH2:26][C:27]2[CH:32]=[CH:31][CH:30]=[CH:29][C:28]=2[F:33])[C:19]1=[O:34])[CH2:15][CH2:16][CH3:17].C(N(CC)CC)C.O, predict the reaction product. The product is: [CH2:14]([N:18]1[C:23]([NH:13][CH2:12][CH2:11][C:8]2[CH:7]=[CH:6][C:5]([N+:2]([O-:4])=[O:3])=[CH:10][CH:9]=2)=[CH:22][C:21](=[O:25])[N:20]([CH2:26][C:27]2[CH:32]=[CH:31][CH:30]=[CH:29][C:28]=2[F:33])[C:19]1=[O:34])[CH2:15][CH2:16][CH3:17]. (3) Given the reactants [CH3:1][C@H:2]([C@@H:8]([O:10][CH:11]1[CH2:16][CH2:15][CH2:14][CH2:13][O:12]1)[CH3:9])[CH2:3]C(OC)=O.[H-].[Al+3].[Li+].[H-].[H-].[H-].[OH2:23].[OH-].[Na+], predict the reaction product. The product is: [CH3:1][C@@H:2]([C@@H:8]([O:10][CH:11]1[CH2:16][CH2:15][CH2:14][CH2:13][O:12]1)[CH3:9])[CH2:3][OH:23]. (4) Given the reactants C([N:8]1[CH2:13][CH2:12][C:11]([OH:17])([C:14]([OH:16])=[O:15])[CH2:10][CH2:9]1)C1C=CC=CC=1, predict the reaction product. The product is: [OH:17][C:11]1([C:14]([OH:16])=[O:15])[CH2:12][CH2:13][NH:8][CH2:9][CH2:10]1. (5) Given the reactants Br[C:2]1[CH:16]=[CH:15][C:5]([CH2:6][NH:7][C:8](=[O:14])[O:9][C:10]([CH3:13])([CH3:12])[CH3:11])=[C:4]([F:17])[CH:3]=1.[B:18]1([B:18]2[O:22][C:21]([CH3:24])([CH3:23])[C:20]([CH3:26])([CH3:25])[O:19]2)[O:22][C:21]([CH3:24])([CH3:23])[C:20]([CH3:26])([CH3:25])[O:19]1.C([O-])(=O)C.[K+], predict the reaction product. The product is: [F:17][C:4]1[CH:3]=[C:2]([B:18]2[O:22][C:21]([CH3:24])([CH3:23])[C:20]([CH3:26])([CH3:25])[O:19]2)[CH:16]=[CH:15][C:5]=1[CH2:6][NH:7][C:8](=[O:14])[O:9][C:10]([CH3:13])([CH3:12])[CH3:11]. (6) Given the reactants C([O:3][C:4](=[O:14])[CH:5]([C:8]1[CH:9]=[N:10][CH:11]=[CH:12][CH:13]=1)[CH2:6][CH3:7])C, predict the reaction product. The product is: [N:10]1[CH:11]=[CH:12][CH:13]=[C:8]([CH:5]([CH2:6][CH3:7])[C:4]([OH:14])=[O:3])[CH:9]=1.